From a dataset of Full USPTO retrosynthesis dataset with 1.9M reactions from patents (1976-2016). Predict the reactants needed to synthesize the given product. (1) Given the product [C:15]([O:19][C:20]([N:22]1[CH2:27][CH2:26][CH:25]([S:8][C:3]2[CH:4]=[CH:5][CH:6]=[CH:7][C:2]=2[Cl:1])[CH2:24][CH2:23]1)=[O:21])([CH3:18])([CH3:16])[CH3:17], predict the reactants needed to synthesize it. The reactants are: [Cl:1][C:2]1[CH:7]=[CH:6][CH:5]=[CH:4][C:3]=1[SH:8].C(=O)([O-])[O-].[Cs+].[Cs+].[C:15]([O:19][C:20]([N:22]1[CH2:27][CH2:26][CH:25](OS(C)(=O)=O)[CH2:24][CH2:23]1)=[O:21])([CH3:18])([CH3:17])[CH3:16]. (2) Given the product [Cl:3][C:4]1[CH:5]=[C:6]([CH:25]([CH2:34][CH:31]2[CH2:33][CH2:32]2)[C:26]([O:28][CH2:29][CH3:30])=[O:27])[CH:7]=[C:8]([C:15]2[CH:16]=[CH:17][C:18]([C:21]([F:24])([F:22])[F:23])=[CH:19][CH:20]=2)[C:9]=1[O:10][CH2:11][CH:12]1[CH2:13][CH2:14]1, predict the reactants needed to synthesize it. The reactants are: [H-].[Na+].[Cl:3][C:4]1[CH:5]=[C:6]([CH2:25][C:26]([O:28][CH2:29][CH3:30])=[O:27])[CH:7]=[C:8]([C:15]2[CH:20]=[CH:19][C:18]([C:21]([F:24])([F:23])[F:22])=[CH:17][CH:16]=2)[C:9]=1[O:10][CH2:11][CH:12]1[CH2:14][CH2:13]1.[CH:31]1([CH2:34]Br)[CH2:33][CH2:32]1. (3) Given the product [Cl:1][C:2]1[CH:3]=[N:4][C:5]2[C:10]([CH:11]=1)=[CH:9][C:8]([CH2:12][C:13]1[CH:18]=[C:17]([CH:16]=[CH:15][N:14]=1)[C:19]([OH:21])=[O:20])=[CH:7][C:6]=2[C:23]([O:25][CH3:26])=[O:24], predict the reactants needed to synthesize it. The reactants are: [Cl:1][C:2]1[CH:3]=[N:4][C:5]2[C:10]([CH:11]=1)=[CH:9][C:8]([CH2:12][C:13]1[CH:18]=[C:17]([C:19]([O:21]C)=[O:20])[CH:16]=[CH:15][N:14]=1)=[CH:7][C:6]=2[C:23]([O:25][CH3:26])=[O:24].O[Li].O.Cl. (4) Given the product [C:6]([N:8]1[CH2:12][CH2:11][CH2:10][CH:9]1[C:13]#[CH:19])([O:5][C:1]([CH3:4])([CH3:3])[CH3:2])=[O:7], predict the reactants needed to synthesize it. The reactants are: [C:1]([O:5][C:6]([N:8]1[CH2:12][CH2:11][CH2:10][CH:9]1[C:13](=O)N(OC)C)=[O:7])([CH3:4])([CH3:3])[CH3:2].[CH3:19]C(C[AlH]CC(C)C)C.CCCCCCC.C/C(/[O-])=C(/P(OC)(OC)=O)\[N+]#N.C([O-])([O-])=O.[K+].[K+].[C@H](O)(C([O-])=O)[C@@H](O)C([O-])=O.[Na+].[K+]. (5) Given the product [CH3:1][N:8]([CH2:9][C:14]1[C:15]2[CH:16]=[CH:17][CH:18]=[CH:19][C:20]=2[NH:12][CH:13]=1)[CH3:21], predict the reactants needed to synthesize it. The reactants are: [CH:1](=[N:8][CH:9](C)C)C1C=CC=CC=1.[NH:12]1[C:20]2[C:15](=[CH:16][CH:17]=[CH:18][CH:19]=2)[CH:14]=[CH:13]1.[CH:21]1C=CC=CC=1. (6) Given the product [Cl:1][C:2]1[CH:27]=[CH:26][C:5]([CH2:6][N:7]2[C:15]3[C:10](=[CH:11][C:12]([CH:16]=[C:17]4[S:21][C:20]([N:33]([CH2:34][CH:35]([OH:38])[CH2:36][OH:37])[CH3:32])=[N:19][C:18]4=[O:25])=[CH:13][CH:14]=3)[CH:9]=[N:8]2)=[C:4]([C:28]([F:29])([F:30])[F:31])[CH:3]=1, predict the reactants needed to synthesize it. The reactants are: [Cl:1][C:2]1[CH:27]=[CH:26][C:5]([CH2:6][N:7]2[C:15]3[C:10](=[CH:11][C:12]([CH:16]=[C:17]4[S:21][CH:20](SCC)[NH:19][C:18]4=[O:25])=[CH:13][CH:14]=3)[CH:9]=[N:8]2)=[C:4]([C:28]([F:31])([F:30])[F:29])[CH:3]=1.[CH3:32][NH:33][CH2:34][CH:35]([OH:38])[CH2:36][OH:37].